This data is from Full USPTO retrosynthesis dataset with 1.9M reactions from patents (1976-2016). The task is: Predict the reactants needed to synthesize the given product. (1) Given the product [Br:1][C:2]1[N:6]([CH2:7][CH3:8])[C:5]2[CH:9]([C:10]3[CH:15]=[CH:14][C:13]([Cl:16])=[CH:12][CH:11]=3)[N:17]([C:18]3[CH:23]=[C:22]([Cl:24])[CH:21]=[CH:20][C:19]=3[CH3:25])[C:26](=[O:27])[C:4]=2[CH:3]=1, predict the reactants needed to synthesize it. The reactants are: [Br:1][C:2]1[N:6]([CH2:7][CH3:8])[C:5]([CH:9]([NH:17][C:18]2[CH:23]=[C:22]([Cl:24])[CH:21]=[CH:20][C:19]=2[CH3:25])[C:10]2[CH:15]=[CH:14][C:13]([Cl:16])=[CH:12][CH:11]=2)=[C:4]([C:26](O)=[O:27])[CH:3]=1.CN(C(ON1N=NC2C=CC=CC1=2)=[N+](C)C)C.[B-](F)(F)(F)F.CCN(C(C)C)C(C)C. (2) Given the product [CH:1]1[C:11]2[CH2:10][CH2:9][C:8]3[CH:12]=[CH:13][CH:14]=[CH:15][C:7]=3[C:6](=[CH:16][C:17]3[CH:18]=[C:19]([NH:23][S:27]([CH2:24][CH2:25][CH3:26])(=[O:29])=[O:28])[CH:20]=[CH:21][CH:22]=3)[C:5]=2[CH:4]=[CH:3][CH:2]=1, predict the reactants needed to synthesize it. The reactants are: [CH:1]1[C:11]2[CH2:10][CH2:9][C:8]3[CH:12]=[CH:13][CH:14]=[CH:15][C:7]=3[C:6](=[CH:16][C:17]3[CH:18]=[C:19]([NH2:23])[CH:20]=[CH:21][CH:22]=3)[C:5]=2[CH:4]=[CH:3][CH:2]=1.[CH2:24]([S:27](Cl)(=[O:29])=[O:28])[CH2:25][CH3:26]. (3) Given the product [NH2:31][C:30]1[N:6]2[N:5]=[CH:4][C:3]([C:7]3[CH:8]=[C:9]([N:13]4[CH2:14][CH2:15][N:16]([CH2:19][CH2:20][OH:21])[CH2:17][CH2:18]4)[CH:10]=[CH:11][CH:12]=3)=[C:2]2[N:1]=[C:32]([CH3:33])[C:29]=1[C:26]1[CH:25]=[CH:24][C:23]([F:22])=[CH:28][CH:27]=1, predict the reactants needed to synthesize it. The reactants are: [NH2:1][C:2]1[NH:6][N:5]=[CH:4][C:3]=1[C:7]1[CH:8]=[C:9]([N:13]2[CH2:18][CH2:17][N:16]([CH2:19][CH2:20][OH:21])[CH2:15][CH2:14]2)[CH:10]=[CH:11][CH:12]=1.[F:22][C:23]1[CH:28]=[CH:27][C:26]([CH:29]([C:32](=O)[CH3:33])[C:30]#[N:31])=[CH:25][CH:24]=1. (4) Given the product [CH3:12][O:11][C:8]1[CH:9]=[CH:10][C:5]([C:3]2[N:22]([CH3:21])[C:23](=[O:24])[N:25]([CH3:26])[C:2]=2[C:13]2[CH:18]=[CH:17][C:16]([O:19][CH3:20])=[CH:15][CH:14]=2)=[CH:6][CH:7]=1, predict the reactants needed to synthesize it. The reactants are: O[CH:2]([C:13]1[CH:18]=[CH:17][C:16]([O:19][CH3:20])=[CH:15][CH:14]=1)[C:3]([C:5]1[CH:10]=[CH:9][C:8]([O:11][CH3:12])=[CH:7][CH:6]=1)=O.[CH3:21][NH:22][C:23]([NH:25][CH3:26])=[O:24]. (5) The reactants are: [N:1]1[CH:6]=[CH:5][CH:4]=[C:3]([C:7]([N:9]2[CH2:26][CH2:25][C:12]3([CH2:17][CH2:16][N:15](C(OC(C)(C)C)=O)[CH2:14][CH2:13]3)[CH2:11][CH2:10]2)=[O:8])[CH:2]=1. Given the product [N:1]1[CH:6]=[CH:5][CH:4]=[C:3]([C:7]([N:9]2[CH2:10][CH2:11][C:12]3([CH2:17][CH2:16][NH:15][CH2:14][CH2:13]3)[CH2:25][CH2:26]2)=[O:8])[CH:2]=1, predict the reactants needed to synthesize it.